This data is from Reaction yield outcomes from USPTO patents with 853,638 reactions. The task is: Predict the reaction yield, written as a fraction of the theoretical maximum amount of product (1.0 means a 100% yield; for example, 0.34 means a 34% yield). (1) The reactants are C([O:3][C:4]([C:6]1[CH:7]=[C:8]2[C:13](=[CH:14][CH:15]=1)[NH:12][CH:11]([C:16]1[CH:21]=[C:20]([F:22])[CH:19]=[C:18]([F:23])[CH:17]=1)[C:10]([CH3:25])([CH3:24])[CH2:9]2)=[O:5])C.O.[OH-].[Li+].O.Cl. The catalyst is CO.O1CCCC1. The product is [F:23][C:18]1[CH:17]=[C:16]([CH:11]2[C:10]([CH3:24])([CH3:25])[CH2:9][C:8]3[C:13](=[CH:14][CH:15]=[C:6]([C:4]([OH:5])=[O:3])[CH:7]=3)[NH:12]2)[CH:21]=[C:20]([F:22])[CH:19]=1. The yield is 0.440. (2) The reactants are [NH2:1][C:2]1[NH:6][N:5]=[C:4]([C:7]([NH:9][CH3:10])=[O:8])[N:3]=1.CC1C=CC(S(O)(=O)=O)=CC=1.[NH:22]1[C:26]2[CH:27]=[CH:28][C:29]([C:31](=O)[CH2:32][C:33](OCC)=[O:34])=[CH:30][C:25]=2[N:24]=[N:23]1. The catalyst is CCCCO. The product is [NH:22]1[C:26]2[CH:27]=[CH:28][C:29]([C:31]3[NH:1][C:2]4[N:6]([N:5]=[C:4]([C:7]([NH:9][CH3:10])=[O:8])[N:3]=4)[C:33](=[O:34])[CH:32]=3)=[CH:30][C:25]=2[N:24]=[N:23]1. The yield is 0.180.